From a dataset of Full USPTO retrosynthesis dataset with 1.9M reactions from patents (1976-2016). Predict the reactants needed to synthesize the given product. (1) Given the product [C:13]([O:1][C:2]1[CH:11]=[CH:10][C:9]2[C:4](=[CH:5][C:6]([O:12][C:24](=[O:28])[C:25]([CH3:27])=[CH2:26])=[CH:7][CH:8]=2)[CH:3]=1)(=[O:17])[C:14]([CH3:16])=[CH2:15], predict the reactants needed to synthesize it. The reactants are: [OH:1][C:2]1[CH:11]=[CH:10][C:9]2[C:4](=[CH:5][C:6]([OH:12])=[CH:7][CH:8]=2)[CH:3]=1.[C:13](O[C:13](=[O:17])[C:14]([CH3:16])=[CH2:15])(=[O:17])[C:14]([CH3:16])=[CH2:15].[C:24](O)(=[O:28])[C:25]([CH3:27])=[CH2:26].C(=O)(O)[O-].[Na+]. (2) Given the product [CH2:33]([N:22]([CH2:20][CH3:21])[C:23]([CH:25]1[C:26]2[C:18]3[C:13](=[CH:14][CH:15]=[C:16]([F:19])[CH:17]=3)[N:12]([CH2:10][CH2:9][O:8][CH2:1][C:2]3[CH:7]=[CH:6][CH:5]=[CH:4][CH:3]=3)[C:27]=2[CH2:28][CH2:29][CH2:30]1)=[O:24])[CH3:34], predict the reactants needed to synthesize it. The reactants are: [CH2:1]([O:8][CH2:9][C:10]([NH:12][C:13]1[CH:18]=[CH:17][C:16]([F:19])=[CH:15][CH:14]=1)=O)[C:2]1[CH:7]=[CH:6][CH:5]=[CH:4][CH:3]=1.[CH2:20]([N:22]([CH2:33][CH3:34])[C:23]([CH:25]1[CH2:30][CH2:29][CH2:28][CH:27](Br)[C:26]1=O)=[O:24])[CH3:21]. (3) The reactants are: Br[CH2:2][C:3]([C:5]1[CH:10]=[CH:9][C:8]([C:11]2[CH:16]=[CH:15][CH:14]=[CH:13][N:12]=2)=[C:7]([O:17][CH3:18])[CH:6]=1)=O.[NH2:19][C:20]1[S:21][CH:22]=[C:23]([CH3:25])[N:24]=1. Given the product [CH3:18][O:17][C:7]1[CH:6]=[C:5]([C:3]2[N:19]=[C:20]3[N:24]([CH:2]=2)[C:23]([CH3:25])=[CH:22][S:21]3)[CH:10]=[CH:9][C:8]=1[C:11]1[CH:16]=[CH:15][CH:14]=[CH:13][N:12]=1, predict the reactants needed to synthesize it. (4) Given the product [Cl:26][C:20]1[CH:21]=[CH:22][CH:23]=[C:24]([Cl:25])[C:19]=1[C:18]([NH:17][C@H:16]([C:28]([OH:30])=[O:29])[CH2:15][C:14]1[CH:32]=[CH:33][CH:34]=[C:12]([O:11][CH2:10][CH2:9][NH:8][C:35]2[CH:40]=[CH:39][CH:38]=[CH:37][N:36]=2)[CH:13]=1)=[O:27], predict the reactants needed to synthesize it. The reactants are: C(OC([N:8]([C:35]1[CH:40]=[CH:39][CH:38]=[CH:37][N:36]=1)[CH2:9][CH2:10][O:11][C:12]1[CH:13]=[C:14]([CH:32]=[CH:33][CH:34]=1)[CH2:15][C@@H:16]([C:28]([O:30]C)=[O:29])[NH:17][C:18](=[O:27])[C:19]1[C:24]([Cl:25])=[CH:23][CH:22]=[CH:21][C:20]=1[Cl:26])=O)(C)(C)C.Cl.O1CCOCC1.N.CO. (5) Given the product [F:17][C:18]([F:29])([F:28])[C:19]([N:1]1[CH2:6][CH2:5][CH:4]([CH2:7][CH2:8][OH:9])[CH2:3][CH2:2]1)=[O:20], predict the reactants needed to synthesize it. The reactants are: [NH:1]1[CH2:6][CH2:5][CH:4]([CH2:7][CH2:8][OH:9])[CH2:3][CH2:2]1.C(N(CC)CC)C.[F:17][C:18]([F:29])([F:28])[C:19](O[C:19](=[O:20])[C:18]([F:29])([F:28])[F:17])=[O:20]. (6) Given the product [NH2:39][CH2:38][CH2:37][CH2:36][NH:40][C:2]1[N:7]=[C:6]([CH2:8][NH:9][C:10](=[O:35])[C:11]2[CH:16]=[CH:15][C:14]([C:17]3[CH:22]=[CH:21][CH:20]=[CH:19][C:18]=3[C:23]#[N:24])=[N:13][C:12]=2[NH:25][CH2:26][CH2:27][C:28]2[CH:33]=[CH:32][CH:31]=[C:30]([F:34])[CH:29]=2)[CH:5]=[CH:4][CH:3]=1, predict the reactants needed to synthesize it. The reactants are: Br[C:2]1[N:7]=[C:6]([CH2:8][NH:9][C:10](=[O:35])[C:11]2[CH:16]=[CH:15][C:14]([C:17]3[CH:22]=[CH:21][CH:20]=[CH:19][C:18]=3[C:23]#[N:24])=[N:13][C:12]=2[NH:25][CH2:26][CH2:27][C:28]2[CH:33]=[CH:32][CH:31]=[C:30]([F:34])[CH:29]=2)[CH:5]=[CH:4][CH:3]=1.[CH2:36]([NH2:40])[CH2:37][CH2:38][NH2:39]. (7) Given the product [ClH:23].[ClH:23].[ClH:23].[F:22][C:2]([F:1])([F:21])[O:3][C:4]1[CH:9]=[CH:8][C:7]([N:10]2[CH2:15][CH2:14][N:13]([CH3:16])[CH2:12][CH2:11]2)=[CH:6][C:5]=1[NH2:17], predict the reactants needed to synthesize it. The reactants are: [F:1][C:2]([F:22])([F:21])[O:3][C:4]1[CH:9]=[CH:8][C:7]([N:10]2[CH2:15][CH2:14][N:13]([CH3:16])[CH2:12][CH2:11]2)=[CH:6][C:5]=1[NH:17]C(=O)C.[ClH:23].